This data is from Retrosynthesis with 50K atom-mapped reactions and 10 reaction types from USPTO. The task is: Predict the reactants needed to synthesize the given product. Given the product CN(c1ccc(Br)cn1)c1nnnn1C, predict the reactants needed to synthesize it. The reactants are: CI.Cn1nnnc1Nc1ccc(Br)cn1.